Dataset: Full USPTO retrosynthesis dataset with 1.9M reactions from patents (1976-2016). Task: Predict the reactants needed to synthesize the given product. (1) Given the product [Cl:29][C:9]1[C:10]2[C:15](=[O:16])[NH:14][N:13]=[CH:12][C:11]=2[N:7]([CH2:6][O:5][CH2:4][CH2:3][Si:2]([CH3:18])([CH3:17])[CH3:1])[CH:8]=1, predict the reactants needed to synthesize it. The reactants are: [CH3:1][Si:2]([CH3:18])([CH3:17])[CH2:3][CH2:4][O:5][CH2:6][N:7]1[C:11]2[CH:12]=[N:13][NH:14][C:15](=[O:16])[C:10]=2[CH:9]=[CH:8]1.C(=O)([O-])O.[Na+].S([O-])(O)=O.[Na+].[Cl-:29].[Na+]. (2) The reactants are: [F:1][C:2]1[CH:10]=[CH:9][C:8]([CH:11]([OH:13])[CH3:12])=[CH:7][C:3]=1[C:4]([OH:6])=O.[C:14]([O:18][C:19]([N:21]1[CH2:26][CH2:25][NH:24][CH2:23][CH2:22]1)=[O:20])([CH3:17])([CH3:16])[CH3:15].C(N(CC)CC)C. Given the product [C:14]([O:18][C:19]([N:21]1[CH2:26][CH2:25][N:24]([C:4](=[O:6])[C:3]2[CH:7]=[C:8]([CH:11]([OH:13])[CH3:12])[CH:9]=[CH:10][C:2]=2[F:1])[CH2:23][CH2:22]1)=[O:20])([CH3:17])([CH3:15])[CH3:16], predict the reactants needed to synthesize it. (3) Given the product [CH2:1]([C:8]1[C:17]2[C:12](=[CH:13][CH:14]=[CH:15][CH:16]=2)[C:11]([N:31]2[CH2:30][CH2:29][CH:28]([C:25]3[CH:26]=[CH:27][C:22]([N+:19]([O-:21])=[O:20])=[CH:23][CH:24]=3)[CH2:33][CH2:32]2)=[N:10][N:9]=1)[C:2]1[CH:7]=[CH:6][CH:5]=[CH:4][CH:3]=1, predict the reactants needed to synthesize it. The reactants are: [CH2:1]([C:8]1[C:17]2[C:12](=[CH:13][CH:14]=[CH:15][CH:16]=2)[C:11](Cl)=[N:10][N:9]=1)[C:2]1[CH:7]=[CH:6][CH:5]=[CH:4][CH:3]=1.[N+:19]([C:22]1[CH:27]=[CH:26][C:25]([CH:28]2[CH2:33][CH2:32][NH:31][CH2:30][CH2:29]2)=[CH:24][CH:23]=1)([O-:21])=[O:20].O. (4) Given the product [CH3:15][O:14][C:10]1[N:11]=[CH:12][CH:13]=[C:8]2[C:1]([C:2]3[CH:3]=[CH:4][CH:5]=[CH:6][CH:7]=3)=[N:17][NH:16][C:9]=12, predict the reactants needed to synthesize it. The reactants are: [CH2:1]([C:8]1[CH:13]=[CH:12][N:11]=[C:10]([O:14][CH3:15])[C:9]=1[NH2:16])[C:2]1[CH:7]=[CH:6][CH:5]=[CH:4][CH:3]=1.[N:17]([O-])=O.[Na+]. (5) The reactants are: Br[CH2:2][C:3]([C:5]1[N:9]2[CH:10]=[CH:11][N:12]=[CH:13][C:8]2=[N:7][CH:6]=1)=O.BrCC(C1N2C=CC=NC2=NC=1)=O.[CH3:27][O:28][C:29]1[CH:34]=[CH:33][CH:32]=[CH:31][C:30]=1[NH:35][C:36]([NH2:38])=[S:37]. Given the product [N:7]1[CH:6]=[C:5]([C:3]2[N:38]=[C:36]([NH:35][C:30]3[CH:31]=[CH:32][CH:33]=[CH:34][C:29]=3[O:28][CH3:27])[S:37][CH:2]=2)[N:9]2[CH:10]=[CH:11][N:12]=[CH:13][C:8]=12, predict the reactants needed to synthesize it. (6) The reactants are: [C:1]([O:5][C:6]([N:8]1[CH2:13][CH2:12][N:11]([C:14]2[C:23]3[C:18](=[CH:19][C:20]([Cl:24])=[CH:21][CH:22]=3)[NH:17][C:16](=O)[CH:15]=2)[CH2:10][CH2:9]1)=[O:7])([CH3:4])([CH3:3])[CH3:2].[H-].[Na+].[CH2:28]([NH2:32])[CH2:29][CH2:30][CH3:31]. Given the product [C:1]([O:5][C:6]([N:8]1[CH2:13][CH2:12][N:11]([C:14]2[C:23]3[C:18](=[CH:19][C:20]([Cl:24])=[CH:21][CH:22]=3)[N:17]=[C:16]([NH:32][CH2:28][CH2:29][CH2:30][CH3:31])[CH:15]=2)[CH2:10][CH2:9]1)=[O:7])([CH3:4])([CH3:3])[CH3:2], predict the reactants needed to synthesize it. (7) Given the product [NH2:11][C:12]12[CH2:19][C:16]([C:20]([O:22][CH3:23])=[O:21])([CH2:17][CH2:18]1)[CH2:15][CH2:14][CH2:13]2, predict the reactants needed to synthesize it. The reactants are: C(OC([NH:11][C:12]12[CH2:19][C:16]([C:20]([O-:22])=[O:21])([CH2:17][CH2:18]1)[CH2:15][CH2:14][CH2:13]2)=O)C1C=CC=CC=1.[CH3:23]CO. (8) Given the product [CH3:1][O:2][C:3]1[C:4]([O:18][P:25]2[O:29][C:28]([C:36]3[CH:41]=[CH:40][CH:39]=[CH:38][CH:37]=3)([C:30]3[CH:35]=[CH:34][CH:33]=[CH:32][CH:31]=3)[C:27]([C:48]3[CH:53]=[CH:52][CH:51]=[CH:50][CH:49]=3)([C:42]3[CH:47]=[CH:46][CH:45]=[CH:44][CH:43]=3)[O:26]2)=[C:5]([C:10]2[CH:15]=[C:14]([CH3:16])[CH:13]=[CH:12][C:11]=2[O:17][P:25]2[O:29][C:21]([C:36]3[CH:41]=[CH:40][CH:39]=[CH:38][CH:37]=3)([C:20]3[CH:19]=[CH:28][CH:27]=[CH:48][CH:49]=3)[C:22]([C:35]3[CH:30]=[CH:31][CH:32]=[CH:33][CH:34]=3)([C:42]3[CH:47]=[CH:46][CH:45]=[CH:44][CH:43]=3)[O:26]2)[CH:6]=[C:7]([CH3:9])[CH:8]=1, predict the reactants needed to synthesize it. The reactants are: [CH3:1][O:2][C:3]1[CH:8]=[C:7]([CH3:9])[CH:6]=[C:5]([C:10]2[C:11]([OH:17])=[CH:12][CH:13]=[C:14]([CH3:16])[CH:15]=2)[C:4]=1[OH:18].[CH2:19]([Li])[CH2:20][CH2:21][CH3:22].Cl[P:25]1[O:29][C:28]([C:36]2[CH:41]=[CH:40][CH:39]=[CH:38][CH:37]=2)([C:30]2[CH:35]=[CH:34][CH:33]=[CH:32][CH:31]=2)[C:27]([C:48]2[CH:53]=[CH:52][CH:51]=[CH:50][CH:49]=2)([C:42]2[CH:47]=[CH:46][CH:45]=[CH:44][CH:43]=2)[O:26]1. (9) The reactants are: [S:1]([N:11]1[CH:15]=[CH:14][N:13]=[C:12]1[CH2:16][CH2:17][CH2:18]O)([C:4]1[CH:10]=[CH:9][C:7]([CH3:8])=[CH:6][CH:5]=1)(=[O:3])=[O:2].C1(P(C2C=CC=CC=2)C2C=CC=CC=2)C=CC=CC=1.[C:39]1(=[O:49])[NH:43][C:42](=[O:44])[C:41]2=[CH:45][CH:46]=[CH:47][CH:48]=[C:40]12.N(C(OC(C)C)=O)=NC(OC(C)C)=O. Given the product [S:1]([N:11]1[CH:15]=[CH:14][N:13]=[C:12]1[CH2:16][CH2:17][CH2:18][N:43]1[C:39](=[O:49])[C:40]2[C:41](=[CH:45][CH:46]=[CH:47][CH:48]=2)[C:42]1=[O:44])([C:4]1[CH:5]=[CH:6][C:7]([CH3:8])=[CH:9][CH:10]=1)(=[O:2])=[O:3], predict the reactants needed to synthesize it.